Dataset: Catalyst prediction with 721,799 reactions and 888 catalyst types from USPTO. Task: Predict which catalyst facilitates the given reaction. Reactant: [Br:1][C:2]1[C:7]([OH:8])=[CH:6][CH:5]=[CH:4][N:3]=1.Cl[C:10]([F:15])([F:14])C([O-])=O.[Na+].C(=O)([O-])[O-].[Cs+].[Cs+]. Product: [Br:1][C:2]1[C:7]([O:8][CH:10]([F:15])[F:14])=[CH:6][CH:5]=[CH:4][N:3]=1. The catalyst class is: 18.